From a dataset of Peptide-MHC class I binding affinity with 185,985 pairs from IEDB/IMGT. Regression. Given a peptide amino acid sequence and an MHC pseudo amino acid sequence, predict their binding affinity value. This is MHC class I binding data. The peptide sequence is ALFHKVQSY. The MHC is HLA-B08:01 with pseudo-sequence HLA-B08:01. The binding affinity (normalized) is 0.0847.